This data is from Catalyst prediction with 721,799 reactions and 888 catalyst types from USPTO. The task is: Predict which catalyst facilitates the given reaction. (1) Reactant: [Cl:1][C:2]1[CH:3]=[C:4]([C@@H:8]2[C@@H:13]([C:14]3[CH:19]=[CH:18][C:17]([Cl:20])=[CH:16][CH:15]=3)[N:12]([C@@H:21]([CH2:24][CH3:25])[CH2:22]O)[C:11](=[O:26])[C@@H:10]([CH2:27][C:28]([O:30][CH3:31])=[O:29])[O:9]2)[CH:5]=[CH:6][CH:7]=1.ClC1C=C([C@@H]2[C@@H](C3C=CC(Cl)=CC=3)N([C@@H](CC)CO)C(=O)[C@H](CC(OC)=O)O2)C=CC=1.[CH2:63]([SH:70])[C:64]1[CH:69]=[CH:68][CH:67]=[CH:66][CH:65]=1.C(P(CCCC)(CCCC)=CC#N)CCC. Product: [CH2:63]([S:70][CH2:22][C@@H:21]([N:12]1[C@H:13]([C:14]2[CH:15]=[CH:16][C:17]([Cl:20])=[CH:18][CH:19]=2)[C@@H:8]([C:4]2[CH:5]=[CH:6][CH:7]=[C:2]([Cl:1])[CH:3]=2)[O:9][C@@H:10]([CH2:27][C:28]([O:30][CH3:31])=[O:29])[C:11]1=[O:26])[CH2:24][CH3:25])[C:64]1[CH:69]=[CH:68][CH:67]=[CH:66][CH:65]=1. The catalyst class is: 11. (2) Reactant: [Cl-].[NH4+].[OH:3][CH2:4][CH2:5][C:6]1[CH:7]=[C:8]([CH:11]=[CH:12][CH:13]=1)C=O.C(O[CH:17]([O:21][CH2:22][CH3:23])[O:18][CH2:19][CH3:20])C. Product: [CH2:22]([O:21][CH:17]([O:18][CH2:19][CH3:20])[C:12]1[CH:13]=[C:6]([CH2:5][CH2:4][OH:3])[CH:7]=[CH:8][CH:11]=1)[CH3:23]. The catalyst class is: 14. (3) Reactant: [CH:1]1([C:4]2[CH:5]=[N:6][C:7]([NH:14][C:15]3[CH:16]=[C:17]4[C:22](=[CH:23][CH:24]=3)[N:21]([C:25]3[CH:30]=[CH:29][CH:28]=[CH:27][CH:26]=3)[CH2:20][CH2:19][CH2:18]4)=[C:8]([CH:13]=2)[C:9]([O:11]C)=[O:10])[CH2:3][CH2:2]1.[OH-].[Na+]. Product: [CH:1]1([C:4]2[CH:5]=[N:6][C:7]([NH:14][C:15]3[CH:16]=[C:17]4[C:22](=[CH:23][CH:24]=3)[N:21]([C:25]3[CH:30]=[CH:29][CH:28]=[CH:27][CH:26]=3)[CH2:20][CH2:19][CH2:18]4)=[C:8]([CH:13]=2)[C:9]([OH:11])=[O:10])[CH2:3][CH2:2]1. The catalyst class is: 111.